Task: Predict the product of the given reaction.. Dataset: Forward reaction prediction with 1.9M reactions from USPTO patents (1976-2016) (1) Given the reactants Cl.[Br:2][C:3]1[CH:12]=[CH:11][CH:10]=[C:9]2[C:4]=1[CH2:5][CH2:6][NH:7][CH2:8]2.CCN([CH:19]([CH3:21])[CH3:20])C(C)C.[BH-](OC(C)=O)(OC(C)=O)[O:23]C(C)=O.[Na+].[CH2:36]1C[O:39][CH2:38][CH2:37]1, predict the reaction product. The product is: [Br:2][C:3]1[CH:12]=[CH:11][CH:10]=[C:9]2[C:4]=1[CH2:5][CH2:6][N:7]([CH2:36][C@H:37]1[CH2:38][O:39][C:19]([CH3:20])([CH3:21])[O:23]1)[CH2:8]2. (2) Given the reactants [NH2:1][C:2]1[CH:3]=[CH:4][CH:5]=[C:6]2[C:10]=1[NH:9][CH:8]=[C:7]2[C:11]([N:13]1[CH2:19][C:18]2([CH3:21])[CH2:20][CH:14]1[CH2:15][C:16]([CH3:23])([CH3:22])[CH2:17]2)=[O:12].CCN(C(C)C)C(C)C.[C:33](OC(=O)C)(=[O:35])[CH3:34], predict the reaction product. The product is: [CH3:21][C:18]12[CH2:20][CH:14]([N:13]([C:11]([C:7]3[C:6]4[C:10](=[C:2]([NH:1][C:33](=[O:35])[CH3:34])[CH:3]=[CH:4][CH:5]=4)[NH:9][CH:8]=3)=[O:12])[CH2:19]1)[CH2:15][C:16]([CH3:23])([CH3:22])[CH2:17]2. (3) Given the reactants [C:1](=[O:12])([O:7][C:8]([CH3:11])([CH3:10])[CH3:9])OC(C)(C)C.C(N(CC)CC)C.[N+:20]([C:23]1[CH:24]=[C:25]2[C:29](=[CH:30][CH:31]=1)[NH:28][N:27]=[C:26]2[NH2:32])([O-:22])=[O:21].[Cl-].[NH4+], predict the reaction product. The product is: [N+:20]([C:23]1[CH:24]=[C:25]2[C:29](=[CH:30][CH:31]=1)[NH:28][N:27]=[C:26]2[NH:32][C:1](=[O:12])[O:7][C:8]([CH3:9])([CH3:10])[CH3:11])([O-:22])=[O:21]. (4) Given the reactants [NH2:1][C:2]1[C:10]2[C:9]([C:11]3[CH:16]=[CH:15][CH:14]=[C:13]([NH2:17])[CH:12]=3)=[N:8][CH:7]=[N:6][C:5]=2[S:4][C:3]=1[C:18]([NH2:20])=[O:19].[F:21][C:22]([F:33])([F:32])[C:23]1[C:24]([N:29]=[C:30]=[O:31])=[CH:25][CH:26]=[CH:27][CH:28]=1, predict the reaction product. The product is: [NH2:1][C:2]1[C:10]2[C:9]([C:11]3[CH:16]=[CH:15][CH:14]=[C:13]([NH:17][C:30]([NH:29][C:24]4[CH:25]=[CH:26][CH:27]=[CH:28][C:23]=4[C:22]([F:21])([F:32])[F:33])=[O:31])[CH:12]=3)=[N:8][CH:7]=[N:6][C:5]=2[S:4][C:3]=1[C:18]([NH2:20])=[O:19]. (5) Given the reactants [Cl:1][C:2]1[CH:7]=[CH:6][C:5]([S:8]([CH2:11][C:12]2[CH:17]=[C:16]([F:18])[CH:15]=[CH:14][C:13]=2[F:19])(=[O:10])=[O:9])=[CH:4][CH:3]=1.[C:20]1([CH2:26][CH2:27]O)[CH:25]=[CH:24][CH:23]=[CH:22][CH:21]=1.C(C=P(CCCC)(CCCC)CCCC)#N, predict the reaction product. The product is: [Cl:1][C:2]1[CH:7]=[CH:6][C:5]([S:8]([CH:11]([C:12]2[CH:17]=[C:16]([F:18])[CH:15]=[CH:14][C:13]=2[F:19])[CH2:27][CH2:26][C:20]2[CH:25]=[CH:24][CH:23]=[CH:22][CH:21]=2)(=[O:10])=[O:9])=[CH:4][CH:3]=1. (6) Given the reactants [CH3:1][O:2][C:3]1[C:4]([CH3:10])=[C:5]([CH:7]=[CH:8][CH:9]=1)[NH2:6].NC1C=[C:16]([O:18]C)[CH:15]=CC=1C(=O)C, predict the reaction product. The product is: [NH2:6][C:5]1[C:4]([CH3:10])=[C:3]([O:2][CH3:1])[CH:9]=[CH:8][C:7]=1[C:16](=[O:18])[CH3:15]. (7) The product is: [Si:19]([O:18][CH:16]([C:12]1[CH:13]=[C:14]([Cl:15])[C:9]([OH:8])=[C:10]([Cl:26])[CH:11]=1)[CH3:17])([C:22]([CH3:25])([CH3:23])[CH3:24])([CH3:21])[CH3:20]. Given the reactants [Si]([O:8][C:9]1[C:14]([Cl:15])=[CH:13][C:12]([CH:16]([O:18][Si:19]([C:22]([CH3:25])([CH3:24])[CH3:23])([CH3:21])[CH3:20])[CH3:17])=[CH:11][C:10]=1[Cl:26])(C(C)(C)C)(C)C.CCOCC, predict the reaction product. (8) Given the reactants Cl[C:2]1[C:11]2[C:6](=[CH:7][C:8]([S:12]([N:15]([CH2:21][C:22]3[CH:27]=[CH:26][C:25]([O:28][CH3:29])=[CH:24][C:23]=3[O:30][CH3:31])[C:16]3[S:17][CH:18]=[CH:19][N:20]=3)(=[O:14])=[O:13])=[CH:9][CH:10]=2)[C:5]([OH:32])=[CH:4][N:3]=1.[F:33][C:34]1[CH:39]=[CH:38][C:37](B(O)O)=[C:36]([O:43][CH3:44])[CH:35]=1.C(=O)([O-])[O-].[K+].[K+].O1CCOCC1, predict the reaction product. The product is: [CH3:31][O:30][C:23]1[CH:24]=[C:25]([O:28][CH3:29])[CH:26]=[CH:27][C:22]=1[CH2:21][N:15]([C:16]1[S:17][CH:18]=[CH:19][N:20]=1)[S:12]([C:8]1[CH:7]=[C:6]2[C:11](=[CH:10][CH:9]=1)[C:2]([C:37]1[CH:38]=[CH:39][C:34]([F:33])=[CH:35][C:36]=1[O:43][CH3:44])=[N:3][CH:4]=[C:5]2[OH:32])(=[O:14])=[O:13]. (9) Given the reactants [CH2:1]=[C:2]([CH:4]1[CH2:11][CH2:10][CH2:9][CH2:8][CH2:7][CH2:6][C:5]1=[O:12])[CH3:3].[CH2:13]([O:15][N:16]=[CH:17][CH3:18])[CH3:14].Cl[Sn](Cl)(Cl)Cl, predict the reaction product. The product is: [CH2:13]([O:15][N:16]1[CH:17]([CH3:18])[CH2:3][C:2]([CH3:1])=[CH:4][CH2:11][CH2:10][CH2:9][CH2:8][CH2:7][CH2:6][C:5]1=[O:12])[CH3:14]. (10) Given the reactants [F:1][C:2]1[CH:9]=[C:8]([CH:10]=[O:11])[C:7]([F:12])=[CH:6][C:3]=1[C:4]#[N:5].[BH4-].[Na+].O.Cl, predict the reaction product. The product is: [F:1][C:2]1[CH:9]=[C:8]([CH2:10][OH:11])[C:7]([F:12])=[CH:6][C:3]=1[C:4]#[N:5].